This data is from Reaction yield outcomes from USPTO patents with 853,638 reactions. The task is: Predict the reaction yield, written as a fraction of the theoretical maximum amount of product (1.0 means a 100% yield; for example, 0.34 means a 34% yield). The reactants are Cl.[F:2][C:3]1[CH:9]=[C:8]([O:10][CH3:11])[CH:7]=[CH:6][C:4]=1[NH2:5].Cl.[N:13]([O-])=O.[Na+]. The catalyst is O. The product is [F:2][C:3]1[CH:9]=[C:8]([O:10][CH3:11])[CH:7]=[CH:6][C:4]=1[NH:5][NH2:13]. The yield is 0.380.